From a dataset of Full USPTO retrosynthesis dataset with 1.9M reactions from patents (1976-2016). Predict the reactants needed to synthesize the given product. (1) Given the product [Cl:1][C:2]1[CH:3]=[CH:4][C:5]([C:21]([F:24])([F:22])[F:23])=[C:6]([C:8]2[CH:13]=[CH:12][N:11]([CH:14]([CH2:27][C:28]3[CH:33]=[CH:32][CH:31]=[CH:30][N:29]=3)[C:15]([O:17][CH2:18][CH3:19])=[O:16])[C:10](=[O:20])[CH:9]=2)[CH:7]=1, predict the reactants needed to synthesize it. The reactants are: [Cl:1][C:2]1[CH:3]=[CH:4][C:5]([C:21]([F:24])([F:23])[F:22])=[C:6]([C:8]2[CH:13]=[CH:12][N:11]([CH2:14][C:15]([O:17][CH2:18][CH3:19])=[O:16])[C:10](=[O:20])[CH:9]=2)[CH:7]=1.Br.Br[CH2:27][C:28]1[CH:33]=[CH:32][CH:31]=[CH:30][N:29]=1. (2) Given the product [NH2:14][C:8]1[C:7]([C:2]2[CH:3]=[CH:4][CH:5]=[CH:6][N:1]=2)=[CH:12][C:11]([NH:13][C:22](=[O:23])[C:21]2[C:16]([Cl:15])=[CH:17][CH:18]=[C:19]([NH:26][S:27]([CH2:30][CH2:31][CH3:32])(=[O:29])=[O:28])[C:20]=2[F:25])=[CH:10][N:9]=1, predict the reactants needed to synthesize it. The reactants are: [N:1]1[CH:6]=[CH:5][CH:4]=[CH:3][C:2]=1[C:7]1[C:8]([NH2:14])=[N:9][CH:10]=[C:11]([NH2:13])[CH:12]=1.[Cl:15][C:16]1[C:21]([C:22](O)=[O:23])=[C:20]([F:25])[C:19]([NH:26][S:27]([CH2:30][CH2:31][CH3:32])(=[O:29])=[O:28])=[CH:18][CH:17]=1. (3) The reactants are: Cl.C[N:3](C)[CH2:4][CH2:5][CH2:6]N=C=NCC.[CH3:13][C:14]1[NH:18][C:17](=[O:19])[N:16]([C:20]2[CH:25]=[CH:24][C:23]([S:26][C:27]3[CH:28]=[C:29]([C:33]4([C:39]([OH:41])=O)[CH2:38][CH2:37][O:36][CH2:35][CH2:34]4)[CH:30]=[CH:31][CH:32]=3)=[CH:22][CH:21]=2)[N:15]=1.ON1C2C=CC=CC=2N=N1.CN1CCOCC1.C(N)C#C. Given the product [CH3:13][C:14]1[NH:18][C:17](=[O:19])[N:16]([C:20]2[CH:25]=[CH:24][C:23]([S:26][C:27]3[CH:28]=[C:29]([C:33]4([C:39]([NH:3][CH2:4][C:5]#[CH:6])=[O:41])[CH2:38][CH2:37][O:36][CH2:35][CH2:34]4)[CH:30]=[CH:31][CH:32]=3)=[CH:22][CH:21]=2)[N:15]=1, predict the reactants needed to synthesize it. (4) Given the product [CH2:19]([NH:26][CH2:1][C:3]1[CH:18]=[CH:17][C:6]([O:7][C:8]2[CH:16]=[CH:15][C:11]([C:12]([NH2:14])=[O:13])=[CH:10][N:9]=2)=[CH:5][CH:4]=1)[C:20]1[CH:25]=[CH:24][CH:23]=[CH:22][CH:21]=1, predict the reactants needed to synthesize it. The reactants are: [CH:1]([C:3]1[CH:18]=[CH:17][C:6]([O:7][C:8]2[CH:16]=[CH:15][C:11]([C:12]([NH2:14])=[O:13])=[CH:10][N:9]=2)=[CH:5][CH:4]=1)=O.[CH2:19]([NH2:26])[C:20]1[CH:25]=[CH:24][CH:23]=[CH:22][CH:21]=1.[BH4-].[Na+]. (5) Given the product [CH2:1]([O:3][C:4]1[N:9]=[CH:8][C:7]([C:10]2[O:14][N:13]=[C:12]([C:15]3[CH:23]=[CH:22][C:21]4[NH:20][C:19]5[CH:24]([CH2:27][C:28]([OH:30])=[O:29])[CH2:25][CH2:26][C:18]=5[C:17]=4[CH:16]=3)[N:11]=2)=[CH:6][C:5]=1[CH3:33])[CH3:2], predict the reactants needed to synthesize it. The reactants are: [CH2:1]([O:3][C:4]1[N:9]=[CH:8][C:7]([C:10]2[O:14][N:13]=[C:12]([C:15]3[CH:23]=[CH:22][C:21]4[NH:20][C:19]5[CH:24]([CH2:27][C:28]([O:30]CC)=[O:29])[CH2:25][CH2:26][C:18]=5[C:17]=4[CH:16]=3)[N:11]=2)=[CH:6][C:5]=1[CH3:33])[CH3:2].O.[OH-].[Na+]. (6) Given the product [Br:18][CH2:1][C:2]([C:4]1[CH:5]=[CH:6][C:7]([S:10]([CH3:13])(=[O:12])=[O:11])=[CH:8][CH:9]=1)=[O:3], predict the reactants needed to synthesize it. The reactants are: [CH3:1][C:2]([C:4]1[CH:9]=[CH:8][C:7]([S:10]([CH3:13])(=[O:12])=[O:11])=[CH:6][CH:5]=1)=[O:3].[Al+3].[Cl-].[Cl-].[Cl-].[Br:18]Br.O.